From a dataset of Full USPTO retrosynthesis dataset with 1.9M reactions from patents (1976-2016). Predict the reactants needed to synthesize the given product. The reactants are: [Br:1][C:2]1[CH:3]=[C:4]([C:7]([OH:9])=O)[NH:5][CH:6]=1.[NH2:10][C:11]1[CH:22]=[CH:21][C:14]([O:15][CH2:16][C:17]([CH3:20])([OH:19])[CH3:18])=[C:13]([O:23][CH3:24])[CH:12]=1.C(Cl)CCl.C1C=CC2N(O)N=NC=2C=1. Given the product [Br:1][C:2]1[CH:3]=[C:4]([C:7]([NH:10][C:11]2[CH:22]=[CH:21][C:14]([O:15][CH2:16][C:17]([OH:19])([CH3:20])[CH3:18])=[C:13]([O:23][CH3:24])[CH:12]=2)=[O:9])[NH:5][CH:6]=1, predict the reactants needed to synthesize it.